This data is from Peptide-MHC class I binding affinity with 185,985 pairs from IEDB/IMGT. The task is: Regression. Given a peptide amino acid sequence and an MHC pseudo amino acid sequence, predict their binding affinity value. This is MHC class I binding data. (1) The peptide sequence is FSFFMNENF. The MHC is HLA-A02:01 with pseudo-sequence HLA-A02:01. The binding affinity (normalized) is 0.0847. (2) The peptide sequence is YPTAWQSVG. The MHC is HLA-B07:02 with pseudo-sequence HLA-B07:02. The binding affinity (normalized) is 0.